Predict the reactants needed to synthesize the given product. From a dataset of Full USPTO retrosynthesis dataset with 1.9M reactions from patents (1976-2016). Given the product [O:42]1[CH2:43][CH2:44][N:39]([CH2:38][CH2:37][C:36]2[CH:45]=[CH:46][C:33]([C:2]3[C:10]4[C:5](=[CH:6][CH:7]=[C:8]([NH:11][C:12](=[O:24])[CH:13]([N:19]5[CH2:23][CH2:22][CH2:21][CH2:20]5)[C:14]5[CH:18]=[CH:17][S:16][CH:15]=5)[CH:9]=4)[NH:4][N:3]=3)=[CH:34][CH:35]=2)[CH2:40][CH2:41]1, predict the reactants needed to synthesize it. The reactants are: I[C:2]1[C:10]2[C:5](=[CH:6][CH:7]=[C:8]([NH:11][C:12](=[O:24])[CH:13]([N:19]3[CH2:23][CH2:22][CH2:21][CH2:20]3)[C:14]3[CH:18]=[CH:17][S:16][CH:15]=3)[CH:9]=2)[NH:4][N:3]=1.CC1(C)C(C)(C)OB([C:33]2[CH:46]=[CH:45][C:36]([CH2:37][CH2:38][N:39]3[CH2:44][CH2:43][O:42][CH2:41][CH2:40]3)=[CH:35][CH:34]=2)O1.C([O-])([O-])=O.[Na+].[Na+].